From a dataset of Cav3 T-type calcium channel HTS with 100,875 compounds. Binary Classification. Given a drug SMILES string, predict its activity (active/inactive) in a high-throughput screening assay against a specified biological target. (1) The molecule is S(c1n(c(nn1)COc1ccc(cc1)C#N)c1ccccc1)CC(=O)c1ccc(OC)cc1. The result is 0 (inactive). (2) The drug is O=C(N1CCCC1)c1ccc(OC)cc1. The result is 0 (inactive). (3) The compound is O=C1NCC(C1C(=O)NN\C=C1\C(=O)C(OC)=CC=C1)c1ccccc1. The result is 0 (inactive). (4) The compound is S(=O)(=O)(NC(CN1CC(CC(C1)C)C)(C)C)c1ccccc1. The result is 0 (inactive). (5) The drug is o1c(C2n3[nH]nnc3=NC(=C2C(OC)=O)C)ccc1. The result is 0 (inactive).